This data is from Catalyst prediction with 721,799 reactions and 888 catalyst types from USPTO. The task is: Predict which catalyst facilitates the given reaction. (1) Product: [CH3:13][O:12][N:9]1[CH2:10][CH2:11][C:6]2([N:2]([O:1][C:38]([O:40][CH3:41])=[O:39])[C:3](=[O:29])[C:4]([C:20]3[C:21]([CH3:28])=[CH:22][C:23]([CH3:27])=[CH:24][C:25]=3[CH3:26])=[C:5]2[O:14][C:15](=[O:19])[O:16][CH2:17][CH3:18])[CH2:7][CH2:8]1. Reactant: [OH:1][N:2]1[C:6]2([CH2:11][CH2:10][N:9]([O:12][CH3:13])[CH2:8][CH2:7]2)[C:5]([O:14][C:15](=[O:19])[O:16][CH2:17][CH3:18])=[C:4]([C:20]2[C:25]([CH3:26])=[CH:24][C:23]([CH3:27])=[CH:22][C:21]=2[CH3:28])[C:3]1=[O:29].C(N(CC)CC)C.Cl[C:38]([O:40][CH3:41])=[O:39]. The catalyst class is: 367. (2) Reactant: CN(C=O)C.[CH3:6][O:7][C:8](=[O:36])[N:9]=[C:10]([S:34][CH3:35])[C:11]([C:25]1[CH:30]=[C:29]([OH:31])[CH:28]=[C:27]([C:32]#[CH:33])[CH:26]=1)=[N:12][C:13]1[CH:18]=[CH:17][C:16]([C:19]2[N:23]=[C:22]([CH3:24])[O:21][N:20]=2)=[CH:15][CH:14]=1.C(=O)([O-])[O-].[K+].[K+].Br[CH2:44][CH2:45][O:46][CH:47]1[CH2:52][CH2:51][CH2:50][CH2:49][O:48]1. The catalyst class is: 6. Product: [CH3:6][O:7][C:8](=[O:36])[N:9]=[C:10]([S:34][CH3:35])[C:11]([C:25]1[CH:30]=[C:29]([O:31][CH2:44][CH2:45][O:46][CH:47]2[CH2:52][CH2:51][CH2:50][CH2:49][O:48]2)[CH:28]=[C:27]([C:32]#[CH:33])[CH:26]=1)=[N:12][C:13]1[CH:18]=[CH:17][C:16]([C:19]2[N:23]=[C:22]([CH3:24])[O:21][N:20]=2)=[CH:15][CH:14]=1. (3) Reactant: C([O:3][C:4]([C:6]1[S:10][C:9]([N:11]2[CH2:15][C:14]3[CH2:16][N:17]([C:19]([O:21][C:22]([CH3:25])([CH3:24])[CH3:23])=[O:20])[CH2:18][C:13]=3[CH2:12]2)=[N:8][CH:7]=1)=[O:5])C.O.[OH-].[Li+].O. Product: [C:4]([C:6]1[S:10][C:9]([N:11]2[CH2:15][C:14]3[CH2:16][N:17]([C:19]([O:21][C:22]([CH3:25])([CH3:24])[CH3:23])=[O:20])[CH2:18][C:13]=3[CH2:12]2)=[N:8][CH:7]=1)([OH:5])=[O:3]. The catalyst class is: 1. (4) Reactant: [CH3:1]/[C:2](=[CH:8]\[CH2:9][CH2:10][CH2:11][CH2:12][CH2:13][CH2:14][CH2:15]/[CH:16]=[CH:17]\[CH2:18]/[CH:19]=[CH:20]\[CH2:21]/[CH:22]=[CH:23]\[CH2:24][CH3:25])/[C:3]([O:5]CC)=[O:4].[Li+].[OH-].Cl. Product: [CH3:1]/[C:2](=[CH:8]\[CH2:9][CH2:10][CH2:11][CH2:12][CH2:13][CH2:14][CH2:15]/[CH:16]=[CH:17]/[CH2:18]/[CH:19]=[CH:20]/[CH2:21]/[CH:22]=[CH:23]/[CH2:24][CH3:25])/[C:3]([OH:5])=[O:4]. The catalyst class is: 24. (5) The catalyst class is: 5. Reactant: C[O:2][C:3](=[O:26])[C:4]([NH:6][C:7]1[CH:12]=[C:11]([Cl:13])[C:10]([O:14][C:15]2[N:16]=[N:17][C:18]([Cl:24])=[C:19]([CH:21]([CH3:23])[CH3:22])[CH:20]=2)=[C:9]([Cl:25])[CH:8]=1)=[O:5].[OH-].[Na+]. Product: [Cl:13][C:11]1[CH:12]=[C:7]([NH:6][C:4](=[O:5])[C:3]([OH:26])=[O:2])[CH:8]=[C:9]([Cl:25])[C:10]=1[O:14][C:15]1[N:16]=[N:17][C:18]([Cl:24])=[C:19]([CH:21]([CH3:23])[CH3:22])[CH:20]=1. (6) Reactant: [Br:1][C:2]1[CH:3]=[C:4]2[C:9](=[CH:10][C:11]=1[OH:12])[O:8][C:7](=[O:13])[CH:6]=[C:5]2[CH2:14]Cl.C1C=CC=CC=1.N12CCCN=C1CCCCC2.[C:33]([OH:36])(=[O:35])[CH3:34]. Product: [C:33]([O:36][CH2:14][C:5]1[C:4]2[C:9](=[CH:10][C:11]([OH:12])=[C:2]([Br:1])[CH:3]=2)[O:8][C:7](=[O:13])[CH:6]=1)(=[O:35])[CH3:34]. The catalyst class is: 22. (7) Reactant: [CH3:1][C:2]1([CH3:40])[N:6]([C:7]([O:9][C:10]([CH3:13])([CH3:12])[CH3:11])=[O:8])[C@@:5]([CH3:39])([C:14](=O)[NH:15][CH2:16][C:17]([C:19]2[CH:24]=[CH:23][C:22]([O:25][CH2:26][CH2:27][CH2:28][CH2:29][CH2:30][CH2:31][CH2:32][CH3:33])=[C:21]([C:34]([F:37])([F:36])[F:35])[CH:20]=2)=O)[CH2:4][O:3]1.COC1C=CC(P2(SP(C3C=CC(OC)=CC=3)(=S)S2)=[S:50])=CC=1. Product: [CH3:1][C:2]1([CH3:40])[N:6]([C:7]([O:9][C:10]([CH3:13])([CH3:12])[CH3:11])=[O:8])[C@@:5]([CH3:39])([C:14]2[S:50][C:17]([C:19]3[CH:24]=[CH:23][C:22]([O:25][CH2:26][CH2:27][CH2:28][CH2:29][CH2:30][CH2:31][CH2:32][CH3:33])=[C:21]([C:34]([F:37])([F:36])[F:35])[CH:20]=3)=[CH:16][N:15]=2)[CH2:4][O:3]1. The catalyst class is: 11.